This data is from NCI-60 drug combinations with 297,098 pairs across 59 cell lines. The task is: Regression. Given two drug SMILES strings and cell line genomic features, predict the synergy score measuring deviation from expected non-interaction effect. Drug 1: CNC(=O)C1=NC=CC(=C1)OC2=CC=C(C=C2)NC(=O)NC3=CC(=C(C=C3)Cl)C(F)(F)F. Drug 2: C1=CC=C(C(=C1)C(C2=CC=C(C=C2)Cl)C(Cl)Cl)Cl. Cell line: HL-60(TB). Synergy scores: CSS=-6.82, Synergy_ZIP=26.9, Synergy_Bliss=8.81, Synergy_Loewe=-8.71, Synergy_HSA=-7.46.